From a dataset of Catalyst prediction with 721,799 reactions and 888 catalyst types from USPTO. Predict which catalyst facilitates the given reaction. (1) Reactant: [F:1][C:2]1[CH:26]=[C:25]([F:27])[CH:24]=[CH:23][C:3]=1[CH2:4][O:5][C:6]1[N:7]=[CH:8][N:9]([C:13]2[CH:14]=[C:15]([CH:19]=[CH:20][C:21]=2[CH3:22])[C:16]([OH:18])=[O:17])[C:10](=[O:12])[CH:11]=1.C1C(=O)N([Br:35])C(=O)C1. Product: [Br:35][C:11]1[C:10](=[O:12])[N:9]([C:13]2[CH:14]=[C:15]([CH:19]=[CH:20][C:21]=2[CH3:22])[C:16]([OH:18])=[O:17])[CH:8]=[N:7][C:6]=1[O:5][CH2:4][C:3]1[CH:23]=[CH:24][C:25]([F:27])=[CH:26][C:2]=1[F:1]. The catalyst class is: 2. (2) Reactant: [Cl:1][C:2]1[C:7]([Cl:8])=[C:6]([O:9]C)[CH:5]=[CH:4][C:3]=1[C:11](=[O:13])[CH3:12].Cl.N1C=CC=CC=1. Product: [Cl:1][C:2]1[C:7]([Cl:8])=[C:6]([OH:9])[CH:5]=[CH:4][C:3]=1[C:11](=[O:13])[CH3:12]. The catalyst class is: 6. (3) Product: [CH3:37][S:33]([CH2:1][C:2]([CH3:27])([CH3:30])[CH2:3][NH:4][C:5]([C:7]1[C:15]2[C:10](=[N:11][CH:12]=[C:13]([CH:16]3[CH2:17][CH2:18]3)[N:14]=2)[N:9]([CH2:19][O:20][CH2:21][CH2:22][Si:23]([CH3:26])([CH3:25])[CH3:24])[CH:8]=1)=[O:6])(=[O:35])=[O:32]. Reactant: [CH3:1][C:2]([CH3:30])([CH2:27]SC)[CH2:3][NH:4][C:5]([C:7]1[C:15]2[C:10](=[N:11][CH:12]=[C:13]([CH:16]3[CH2:18][CH2:17]3)[N:14]=2)[N:9]([CH2:19][O:20][CH2:21][CH2:22][Si:23]([CH3:26])([CH3:25])[CH3:24])[CH:8]=1)=[O:6].O[O:32][S:33]([O-:35])=O.[K+].[C:37](OCC)(=O)C. The catalyst class is: 20. (4) Reactant: Br[C:2]1[CH:3]=[CH:4][C:5]([C:8](=[O:10])[CH3:9])=[N:6][CH:7]=1.[CH3:11][C:12]1([CH3:28])[C:16]([CH3:18])([CH3:17])[O:15][B:14]([B:14]2[O:15][C:16]([CH3:18])([CH3:17])[C:12]([CH3:28])([CH3:11])[O:13]2)[O:13]1.C([O-])(=O)C.[K+]. Product: [CH3:11][C:12]1([CH3:28])[C:16]([CH3:18])([CH3:17])[O:15][B:14]([C:2]2[CH:3]=[CH:4][C:5]([C:8](=[O:10])[CH3:9])=[N:6][CH:7]=2)[O:13]1. The catalyst class is: 75.